Dataset: Catalyst prediction with 721,799 reactions and 888 catalyst types from USPTO. Task: Predict which catalyst facilitates the given reaction. (1) Reactant: C([O:3][C:4](=[O:28])[CH2:5][N:6]1[C:10]([C:12]2[CH:17]=[C:16]([F:18])[CH:15]=[C:14]([F:19])[CH:13]=2)([CH3:11])[C:9](=[O:20])[N:8]([C:21]2[CH:26]=[CH:25][CH:24]=[CH:23][N:22]=2)[C:7]1=[O:27])C.[OH-].[Na+]. Product: [F:18][C:16]1[CH:17]=[C:12]([C:10]2([CH3:11])[N:6]([CH2:5][C:4]([OH:28])=[O:3])[C:7](=[O:27])[N:8]([C:21]3[CH:26]=[CH:25][CH:24]=[CH:23][N:22]=3)[C:9]2=[O:20])[CH:13]=[C:14]([F:19])[CH:15]=1. The catalyst class is: 774. (2) Reactant: C[O:2][C:3](=[O:31])[C:4]1[CH:9]=[C:8]([Cl:10])[CH:7]=[N:6][C:5]=1[NH:11][CH2:12][C:13]([N:15]1[CH2:20][C@H:19]([CH3:21])[N:18]([CH2:22][C:23]2[CH:28]=[CH:27][C:26]([F:29])=[CH:25][CH:24]=2)[CH2:17][C@H:16]1[CH3:30])=[O:14].O.[OH-].[Li+]. Product: [Cl:10][C:8]1[CH:7]=[N:6][C:5]([NH:11][CH2:12][C:13]([N:15]2[CH2:20][C@H:19]([CH3:21])[N:18]([CH2:22][C:23]3[CH:24]=[CH:25][C:26]([F:29])=[CH:27][CH:28]=3)[CH2:17][C@H:16]2[CH3:30])=[O:14])=[C:4]([CH:9]=1)[C:3]([OH:31])=[O:2]. The catalyst class is: 193. (3) Reactant: [Cl:1][C:2]1[N:9]=[C:8]([C:10]([F:13])([F:12])[F:11])[CH:7]=[CH:6][C:3]=1[C:4]#N.CC(C[AlH]CC(C)C)C.C(O)(=[O:25])C.O. Product: [Cl:1][C:2]1[N:9]=[C:8]([C:10]([F:13])([F:12])[F:11])[CH:7]=[CH:6][C:3]=1[CH:4]=[O:25]. The catalyst class is: 11. (4) Reactant: C(O[C:4]([C:6]1[N:11]=[CH:10][C:9]2[C:12]([CH2:15][CH3:16])=[N:13][O:14][C:8]=2[C:7]=1[OH:17])=[O:5])C.[NH2:18][CH2:19][C:20]([OH:22])=[O:21].[O-]CC.[Na+].Cl. Product: [CH2:15]([C:12]1[C:9]2[CH:10]=[N:11][C:6]([C:4]([NH:18][CH2:19][C:20]([OH:22])=[O:21])=[O:5])=[C:7]([OH:17])[C:8]=2[O:14][N:13]=1)[CH3:16]. The catalyst class is: 303. (5) Reactant: COC1C=CC(C[NH:8][C:9]2[N:14]=[C:13]([O:15][C:16]3[CH:21]=[CH:20][C:19]([NH:22][C:23]([NH:25][C:26](=[O:35])[CH2:27][C:28]4[CH:33]=[CH:32][C:31]([F:34])=[CH:30][CH:29]=4)=[O:24])=[CH:18][C:17]=3[F:36])[CH:12]=[CH:11][N:10]=2)=CC=1.CCOC(C)=O. Product: [NH2:8][C:9]1[N:14]=[C:13]([O:15][C:16]2[CH:21]=[CH:20][C:19]([NH:22][C:23]([NH:25][C:26](=[O:35])[CH2:27][C:28]3[CH:33]=[CH:32][C:31]([F:34])=[CH:30][CH:29]=3)=[O:24])=[CH:18][C:17]=2[F:36])[CH:12]=[CH:11][N:10]=1. The catalyst class is: 100. (6) Reactant: [F-].C([N+](CCCC)(CCCC)CCCC)CCC.[Si]([O:26][C@@H:27]([C@@H:29]([N:36]1[CH:44]=[N:43][C:42]2[C:37]1=[N:38][CH:39]=[N:40][C:41]=2[NH2:45])[CH2:30][CH2:31][CH2:32][CH2:33][CH2:34][CH3:35])[CH3:28])(C(C)(C)C)(C)C.ClCCl.CO. Product: [NH2:45][C:41]1[N:40]=[CH:39][N:38]=[C:37]2[C:42]=1[N:43]=[CH:44][N:36]2[C@@H:29]([CH2:30][CH2:31][CH2:32][CH2:33][CH2:34][CH3:35])[C@H:27]([OH:26])[CH3:28]. The catalyst class is: 7. (7) Reactant: [C:1]([C:3]1[CH:8]=[CH:7][C:6]([C:9]2[CH:10]=[C:11]([OH:23])[C:12](=[O:22])[NH:13][C:14]=2[C:15]2[CH:20]=[CH:19][C:18]([F:21])=[CH:17][CH:16]=2)=[CH:5][CH:4]=1)#[N:2].CN(C=O)C.[N-:29]=[N+:30]=[N-:31].[Na+]. Product: [NH:29]1[C:1]([C:3]2[CH:8]=[CH:7][C:6]([C:9]3[CH:10]=[C:11]([OH:23])[C:12](=[O:22])[NH:13][C:14]=3[C:15]3[CH:20]=[CH:19][C:18]([F:21])=[CH:17][CH:16]=3)=[CH:5][CH:4]=2)=[N:2][N:31]=[N:30]1. The catalyst class is: 52. (8) The catalyst class is: 43. Product: [NH2:1][C:4]1[CH:5]=[CH:6][C:7]([C:10]2[C:11]([C:21]([NH2:23])=[O:22])=[C:12]([NH:15][C:16]([NH:18][CH2:19][CH3:20])=[O:17])[NH:13][CH:14]=2)=[CH:8][CH:9]=1. Reactant: [N+:1]([C:4]1[CH:9]=[CH:8][C:7]([C:10]2[C:11]([C:21]([NH2:23])=[O:22])=[C:12]([NH:15][C:16]([NH:18][CH2:19][CH3:20])=[O:17])[NH:13][CH:14]=2)=[CH:6][CH:5]=1)([O-])=O.[H][H].